Dataset: NCI-60 drug combinations with 297,098 pairs across 59 cell lines. Task: Regression. Given two drug SMILES strings and cell line genomic features, predict the synergy score measuring deviation from expected non-interaction effect. (1) Drug 1: C1=CC(=CC=C1CCCC(=O)O)N(CCCl)CCCl. Drug 2: C1CNP(=O)(OC1)N(CCCl)CCCl. Cell line: NCI-H522. Synergy scores: CSS=14.9, Synergy_ZIP=-10.1, Synergy_Bliss=-3.42, Synergy_Loewe=-12.1, Synergy_HSA=-3.73. (2) Drug 1: CC1=C2C(C(=O)C3(C(CC4C(C3C(C(C2(C)C)(CC1OC(=O)C(C(C5=CC=CC=C5)NC(=O)OC(C)(C)C)O)O)OC(=O)C6=CC=CC=C6)(CO4)OC(=O)C)OC)C)OC. Drug 2: CCC1(C2=C(COC1=O)C(=O)N3CC4=CC5=C(C=CC(=C5CN(C)C)O)N=C4C3=C2)O.Cl. Cell line: UACC62. Synergy scores: CSS=42.3, Synergy_ZIP=-6.02, Synergy_Bliss=-3.61, Synergy_Loewe=-4.20, Synergy_HSA=0.208. (3) Drug 1: CN(C)N=NC1=C(NC=N1)C(=O)N. Drug 2: CN1C(=O)N2C=NC(=C2N=N1)C(=O)N. Cell line: M14. Synergy scores: CSS=-8.07, Synergy_ZIP=5.37, Synergy_Bliss=2.41, Synergy_Loewe=-3.02, Synergy_HSA=-4.10. (4) Drug 1: CN1CCC(CC1)COC2=C(C=C3C(=C2)N=CN=C3NC4=C(C=C(C=C4)Br)F)OC. Drug 2: CCC1=C2CN3C(=CC4=C(C3=O)COC(=O)C4(CC)O)C2=NC5=C1C=C(C=C5)O. Cell line: OVCAR3. Synergy scores: CSS=34.9, Synergy_ZIP=-6.88, Synergy_Bliss=-6.68, Synergy_Loewe=-20.6, Synergy_HSA=-2.20.